Dataset: Peptide-MHC class I binding affinity with 185,985 pairs from IEDB/IMGT. Task: Regression. Given a peptide amino acid sequence and an MHC pseudo amino acid sequence, predict their binding affinity value. This is MHC class I binding data. (1) The peptide sequence is KRWAFRTGV. The MHC is HLA-C07:01 with pseudo-sequence HLA-C07:01. The binding affinity (normalized) is 0.370. (2) The peptide sequence is IPVYQVNNL. The MHC is HLA-A24:02 with pseudo-sequence HLA-A24:02. The binding affinity (normalized) is 0. (3) The peptide sequence is YQILQPILQRL. The MHC is Mamu-A07 with pseudo-sequence Mamu-A07. The binding affinity (normalized) is 0.113. (4) The peptide sequence is QPAGGKAEF. The MHC is HLA-A02:16 with pseudo-sequence HLA-A02:16. The binding affinity (normalized) is 0.0847. (5) The peptide sequence is TGHPWITFK. The MHC is BoLA-T2a with pseudo-sequence YYATYRENFDTTFVDTLYIAYRDYTWAEHNYTWY. The binding affinity (normalized) is 0.327.